From a dataset of Catalyst prediction with 721,799 reactions and 888 catalyst types from USPTO. Predict which catalyst facilitates the given reaction. (1) Reactant: [NH:1]1[CH2:5][CH2:4][N:3]=[C:2]1[CH2:6][CH2:7][CH2:8][C:9]1[CH:15]=[CH:14][C:12]([NH2:13])=[CH:11][CH:10]=1.[C:16](Cl)([O:18][CH2:19][C:20]1[CH:25]=[CH:24][CH:23]=[CH:22][CH:21]=1)=[O:17]. Product: [NH:3]1[CH2:4][CH2:5][N:1]=[C:2]1[CH2:6][CH2:7][CH2:8][C:9]1[CH:10]=[CH:11][C:12]([NH:13][C:16](=[O:17])[O:18][CH2:19][C:20]2[CH:25]=[CH:24][CH:23]=[CH:22][CH:21]=2)=[CH:14][CH:15]=1. The catalyst class is: 3. (2) Reactant: [Br:1][C:2]1[CH:3]=[CH:4][C:5]([O:10][CH3:11])=[C:6]([CH2:8][OH:9])[CH:7]=1.[CH3:12][O:13][CH2:14][CH2:15]Br.[H-].[Na+].Cl. Product: [Br:1][C:2]1[CH:3]=[CH:4][C:5]([O:10][CH3:11])=[C:6]([CH2:8][O:9][CH2:15][CH2:14][O:13][CH3:12])[CH:7]=1. The catalyst class is: 3.